Dataset: Full USPTO retrosynthesis dataset with 1.9M reactions from patents (1976-2016). Task: Predict the reactants needed to synthesize the given product. Given the product [C:19]1([C:7]2[CH:8]=[CH:9][CH:10]=[C:11]3[C:16]=2[N:15]=[CH:14][CH:13]=[CH:12]3)[CH:24]=[CH:23][CH:22]=[CH:21][CH:20]=1, predict the reactants needed to synthesize it. The reactants are: FC(F)(F)S(O[C:7]1[CH:8]=[CH:9][CH:10]=[C:11]2[C:16]=1[N:15]=[CH:14][CH:13]=[CH:12]2)(=O)=O.[C:19]1(B(O)O)[CH:24]=[CH:23][CH:22]=[CH:21][CH:20]=1.[Cl-].[Li+].C(=O)([O-])[O-].[Na+].[Na+].